From a dataset of Full USPTO retrosynthesis dataset with 1.9M reactions from patents (1976-2016). Predict the reactants needed to synthesize the given product. (1) Given the product [CH3:38][C:39]1[C:47]([C:48]([NH:8][CH:5]2[CH2:6][CH2:7][O:2][CH2:3][CH2:4]2)=[O:49])=[CH:46][CH:45]=[C:44]2[C:40]=1[CH:41]=[N:42][NH:43]2, predict the reactants needed to synthesize it. The reactants are: Cl.[O:2]1[CH2:7][CH2:6][CH:5]([NH2:8])[CH2:4][CH2:3]1.C(N(CC)CC)C.Cl.C(N=C=NCCCN(C)C)C.OC1C2N=NNC=2C=CC=1.[CH3:38][C:39]1[C:47]([C:48](O)=[O:49])=[CH:46][CH:45]=[C:44]2[C:40]=1[CH:41]=[N:42][NH:43]2. (2) The reactants are: I[CH2:2][CH3:3].[CH3:4][S:5][C:6]1[N:7]=[CH:8][C:9]2[C:15](=[O:16])[NH:14][CH:13]=[CH:12][C:10]=2[N:11]=1.C(=O)([O-])[O-].[Cs+].[Cs+]. Given the product [CH2:13]([N:14]1[CH:3]=[CH:2][C:10]2[N:11]=[C:6]([S:5][CH3:4])[N:7]=[CH:8][C:9]=2[C:15]1=[O:16])[CH3:12], predict the reactants needed to synthesize it.